From a dataset of Full USPTO retrosynthesis dataset with 1.9M reactions from patents (1976-2016). Predict the reactants needed to synthesize the given product. (1) Given the product [CH3:55][N:56]([CH3:60])[CH2:57][CH2:58][NH:59][C:42](=[O:43])[NH:1][C:2]1[CH:3]=[C:4]([C:8]2[N:17]=[C:16]([NH:18][C:19]3[CH:20]=[C:21]4[C:25](=[CH:26][CH:27]=3)[N:24]([C:28]([O:30][C:31]([CH3:34])([CH3:33])[CH3:32])=[O:29])[N:23]=[CH:22]4)[C:15]3[C:10](=[CH:11][CH:12]=[CH:13][CH:14]=3)[N:9]=2)[CH:5]=[CH:6][CH:7]=1, predict the reactants needed to synthesize it. The reactants are: [NH2:1][C:2]1[CH:3]=[C:4]([C:8]2[N:17]=[C:16]([NH:18][C:19]3[CH:20]=[C:21]4[C:25](=[CH:26][CH:27]=3)[N:24]([C:28]([O:30][C:31]([CH3:34])([CH3:33])[CH3:32])=[O:29])[N:23]=[CH:22]4)[C:15]3[C:10](=[CH:11][CH:12]=[CH:13][CH:14]=3)[N:9]=2)[CH:5]=[CH:6][CH:7]=1.CCN(CC)CC.[C:42](Cl)(=O)[O:43]C1C=CC([N+]([O-])=O)=CC=1.[CH3:55][N:56]([CH3:60])[CH2:57][CH2:58][NH2:59]. (2) The reactants are: [O:1]=[C:2]1[C:7]2=[CH:8][C:9]3[CH:10]=[CH:11][C:12]([C:15](O)=[O:16])=[CH:13][C:14]=3[N:6]2[C:5]2([CH2:20][CH2:19][CH2:18]2)[CH2:4][NH:3]1.CCN=C=NCCCN(C)C.Cl.Cl.[NH:34]1[CH2:39][CH2:38][CH2:37][C@@H:36]([NH:40][C:41](=[O:47])[O:42][C:43]([CH3:46])([CH3:45])[CH3:44])[CH2:35]1. Given the product [O:1]=[C:2]1[C:7]2=[CH:8][C:9]3[CH:10]=[CH:11][C:12]([C:15]([N:34]4[CH2:39][CH2:38][CH2:37][C@@H:36]([NH:40][C:41](=[O:47])[O:42][C:43]([CH3:45])([CH3:44])[CH3:46])[CH2:35]4)=[O:16])=[CH:13][C:14]=3[N:6]2[C:5]2([CH2:20][CH2:19][CH2:18]2)[CH2:4][NH:3]1, predict the reactants needed to synthesize it. (3) Given the product [Br:7][C:8]1[C:12]2[N:13]=[C:14]([CH3:18])[N:15]=[C:16]([Cl:17])[C:11]=2[N:10]([CH2:25][O:24][CH2:23][CH2:22][Si:21]([CH3:28])([CH3:27])[CH3:20])[C:9]=1[CH3:19], predict the reactants needed to synthesize it. The reactants are: [H-].[Na+].CS(C)=O.[Br:7][C:8]1[C:12]2[N:13]=[C:14]([CH3:18])[N:15]=[C:16]([Cl:17])[C:11]=2[NH:10][C:9]=1[CH3:19].[CH3:20][Si:21]([CH3:28])([CH3:27])[CH2:22][CH2:23][O:24][CH2:25]Cl. (4) Given the product [Cl:16][CH2:17][CH2:18][N:23]1[CH2:28][CH2:27][NH:26][CH2:25][CH2:24]1, predict the reactants needed to synthesize it. The reactants are: C1(C)C=CC(S(O)(=O)=O)=CC=1.BrCCCl.[Cl:16][C:17]1C=CC=C[C:18]=1[N:23]1[CH2:28][CH2:27][NH:26][CH2:25][CH2:24]1.C(Cl)(Cl)Cl.CO. (5) Given the product [F:26][C:27]1[CH:28]=[CH:29][C:30]([CH:31]([NH:32][C:33]2[CH:38]=[C:37]([O:39][CH3:40])[CH:36]=[C:35]([CH2:41][OH:42])[CH:34]=2)[C:8]([C:10]2[C:18]3[C:13](=[CH:14][CH:15]=[CH:16][CH:17]=3)[NH:12][CH:11]=2)=[O:9])=[CH:43][CH:44]=1, predict the reactants needed to synthesize it. The reactants are: C(N(CC)CC)C.[CH:8]([C:10]1[C:18]2[C:13](=[CH:14][CH:15]=[CH:16][CH:17]=2)[N:12](C(OC(C)(C)C)=O)[CH:11]=1)=[O:9].[F:26][C:27]1[CH:44]=[CH:43][C:30]([CH:31]=[N:32][C:33]2[CH:34]=[C:35]([CH2:41][OH:42])[CH:36]=[C:37]([O:39][CH3:40])[CH:38]=2)=[CH:29][CH:28]=1. (6) Given the product [CH3:23][CH:24]([S:26]([O:22][C:18]1[CH:19]=[CH:20][CH:21]=[C:16]([C:8]2([C:4]3[CH:5]=[CH:6][CH:7]=[C:2]([Br:1])[CH:3]=3)[C:9](=[O:15])[N:10]([CH3:14])[C:11](=[S:13])[NH:12]2)[CH:17]=1)(=[O:28])=[O:27])[CH3:25], predict the reactants needed to synthesize it. The reactants are: [Br:1][C:2]1[CH:3]=[C:4]([C:8]2([C:16]3[CH:21]=[CH:20][CH:19]=[C:18]([OH:22])[CH:17]=3)[NH:12][C:11](=[S:13])[N:10]([CH3:14])[C:9]2=[O:15])[CH:5]=[CH:6][CH:7]=1.[CH3:23][CH:24]([S:26](Cl)(=[O:28])=[O:27])[CH3:25]. (7) Given the product [C:1]([C:3]1[CH:4]=[C:5]([CH:9]=[C:10]([F:12])[CH:11]=1)[C:6]([O:8][CH3:13])=[O:7])#[N:2], predict the reactants needed to synthesize it. The reactants are: [C:1]([C:3]1[CH:4]=[C:5]([CH:9]=[C:10]([F:12])[CH:11]=1)[C:6]([OH:8])=[O:7])#[N:2].[CH3:13][Si](C=[N+]=[N-])(C)C.